This data is from Experimentally validated miRNA-target interactions with 360,000+ pairs, plus equal number of negative samples. The task is: Binary Classification. Given a miRNA mature sequence and a target amino acid sequence, predict their likelihood of interaction. (1) The miRNA is hsa-miR-219b-3p with sequence AGAAUUGCGUUUGGACAAUCAGU. The protein sequence of the target gene is MLQSIIKNIWIPMKPYYTKVYQEIWIGMGLMGFIVYKIRAADKRSKALKASAPAPGHH. Result: 1 (interaction). (2) The protein sequence of the target gene is MGSQGSVSFTDVTVDFTQEEWEQLDPSQRILYMDVMLENYSNLLSVEVWKADGQVERDPRDLQRQVGSLTTIKNQPPTEERGSRFGKTLTLNTDFVSLRQVPYKYDLYEKTLKYNSDLLSSRNCVRKKGDGCGGFGEPLLYLKQEKPHAGLEYSEYNGNGRALSHKDAIFKHRKIKSLVQPFVCNYCDKTFSFKSLLVSHKRIHTGEKPYECDVCQKTFSHKANLIKHQRIHTGEKPFECPECGKAFTHQSNLIVHQRAHMEKKPYGCSECGKTFAQKFELTTHQRIHTGERPYECNECA.... The miRNA is hsa-miR-6777-3p with sequence UCCACUCUCCUGGCCCCCAG. Result: 0 (no interaction).